This data is from Full USPTO retrosynthesis dataset with 1.9M reactions from patents (1976-2016). The task is: Predict the reactants needed to synthesize the given product. (1) Given the product [CH3:15][O:14][C:11]1[CH:12]=[CH:13][N:8]([C:5]2[CH:6]=[CH:7][C:2]([N:1]3[CH2:23][CH2:22][NH:21][CH2:20][CH2:19]3)=[CH:3][CH:4]=2)[C:9](=[O:16])[CH:10]=1, predict the reactants needed to synthesize it. The reactants are: [NH2:1][C:2]1[CH:7]=[CH:6][C:5]([N:8]2[CH:13]=[CH:12][C:11]([O:14][CH3:15])=[CH:10][C:9]2=[O:16])=[CH:4][CH:3]=1.Cl.Cl[CH2:19][CH2:20][NH:21][CH2:22][CH2:23]Cl.C(=O)([O-])[O-].[K+].[K+]. (2) Given the product [ClH:33].[ClH:33].[CH3:1][O:2][C:3]1[CH:8]=[CH:7][CH:6]=[CH:5][C:4]=1[N:9]1[CH2:10][CH2:11][N:12]([CH2:15][CH2:16][C:17]([C:25]([CH:27]2[CH2:32][CH2:31][CH2:30][CH2:29][CH2:28]2)=[O:26])([C:19]2[CH:20]=[CH:21][CH:22]=[CH:23][CH:24]=2)[CH3:18])[CH2:13][CH2:14]1, predict the reactants needed to synthesize it. The reactants are: [CH3:1][O:2][C:3]1[CH:8]=[CH:7][CH:6]=[CH:5][C:4]=1[N:9]1[CH2:14][CH2:13][N:12]([CH2:15][CH2:16][C:17]([C:25]([CH:27]2[CH2:32][CH2:31][CH2:30][CH2:29][CH2:28]2)=[O:26])([C:19]2[CH:24]=[CH:23][CH:22]=[CH:21][CH:20]=2)[CH3:18])[CH2:11][CH2:10]1.[ClH:33].C(OCC)C.